This data is from Reaction yield outcomes from USPTO patents with 853,638 reactions. The task is: Predict the reaction yield, written as a fraction of the theoretical maximum amount of product (1.0 means a 100% yield; for example, 0.34 means a 34% yield). (1) The catalyst is C1COCC1. The yield is 0.450. The reactants are C([Li])CCC.[O:6]1[CH2:11][CH2:10][CH2:9][CH2:8][CH:7]1[N:12]1[CH:16]=[C:15]([C:17]2[CH:22]=[CH:21][N:20]=[CH:19][CH:18]=2)[CH:14]=[N:13]1.[CH2:23]([Sn:27](Cl)([CH2:32][CH2:33][CH2:34][CH3:35])[CH2:28][CH2:29][CH2:30][CH3:31])[CH2:24][CH2:25][CH3:26]. The product is [O:6]1[CH2:11][CH2:10][CH2:9][CH2:8][CH:7]1[N:12]1[C:16]([Sn:27]([CH2:28][CH2:29][CH2:30][CH3:31])([CH2:32][CH2:33][CH2:34][CH3:35])[CH2:23][CH2:24][CH2:25][CH3:26])=[C:15]([C:17]2[CH:22]=[CH:21][N:20]=[CH:19][CH:18]=2)[CH:14]=[N:13]1. (2) The reactants are [OH:1][CH2:2][CH2:3][N:4]1[CH2:8][CH2:7][O:6][C:5]1=[O:9].C(=O)(O)[O-:11].[Na+].[Br-].[Na+].ClN1C(=O)N(Cl)C(=O)N(Cl)C1=O. The catalyst is CC(C)=O.CC1(C)N([O])C(C)(C)CCC1.C(O)(C)C. The product is [O:9]=[C:5]1[N:4]([CH2:3][C:2]([OH:11])=[O:1])[CH2:8][CH2:7][O:6]1. The yield is 0.700. (3) The reactants are [CH3:1][C:2]1[C:11]2[N:10]3[CH:12]=[CH:13][CH:14]=[C:9]3[C:8](=[O:15])[N:7]([CH2:16][C:17]([OH:19])=O)[C:6]=2[N:5]=[CH:4][CH:3]=1.[CH3:20][O:21][C:22]1[CH:27]=[CH:26][C:25]([N:28]2[CH2:33][CH2:32][N:31]([CH2:34][CH2:35][CH2:36][NH2:37])[CH2:30][CH2:29]2)=[CH:24][CH:23]=1.C(N=C=NC(C)C)(C)C. The catalyst is CN(C1C=CN=CC=1)C.C(Cl)Cl. The product is [CH3:20][O:21][C:22]1[CH:23]=[CH:24][C:25]([N:28]2[CH2:29][CH2:30][N:31]([CH2:34][CH2:35][CH2:36][NH:37][C:17](=[O:19])[CH2:16][N:7]3[C:6]4[N:5]=[CH:4][CH:3]=[C:2]([CH3:1])[C:11]=4[N:10]4[CH:12]=[CH:13][CH:14]=[C:9]4[C:8]3=[O:15])[CH2:32][CH2:33]2)=[CH:26][CH:27]=1. The yield is 0.530. (4) The reactants are [CH3:1][O:2][C:3]([C:5]1([C:8]2[CH:13]=[C:12](I)[C:11]([O:15][CH2:16][C:17]([CH3:19])=[CH2:18])=[C:10](I)[CH:9]=2)[CH2:7][CH2:6]1)=[O:4].CCCC[SnH](CCCC)CCCC.CC(N=NC(C#N)(C)C)(C#N)C. The catalyst is C1(C)C=CC=CC=1. The product is [CH3:1][O:2][C:3]([C:5]1([C:8]2[CH:13]=[CH:12][C:11]3[O:15][CH2:16][C:17]([CH3:19])([CH3:18])[C:10]=3[CH:9]=2)[CH2:7][CH2:6]1)=[O:4]. The yield is 0.620. (5) The reactants are [OH:1][CH2:2][CH2:3][CH:4]=[CH:5][CH2:6][N:7]1[C:11](=[O:12])[O:10][N:9]=[C:8]1[CH3:13].C(N(CC)CC)C.[CH3:21][S:22](Cl)(=[O:24])=[O:23]. The catalyst is C(Cl)Cl.C(OCC)(=O)C. The product is [CH3:13][C:8]1[N:7]([CH2:6][CH:5]=[CH:4][CH2:3][CH2:2][O:1][S:22]([CH3:21])(=[O:24])=[O:23])[C:11](=[O:12])[O:10][N:9]=1. The yield is 0.580. (6) The reactants are [C:1]([N:8]1[CH:12]=[CH:11]N=C1)(N1C=CN=C1)=[O:2].C(OC([N:20]1[CH2:25][CH2:24][CH:23]([OH:26])[CH2:22][CH2:21]1)=O)(C)(C)C.[CH:27]([C:30]1[CH:36]=CC(N)=[CH:32][CH:31]=1)([CH3:29])[CH3:28].C(O)(C(F)(F)F)=O. The catalyst is C(Cl)Cl. The product is [NH:20]1[CH2:21][CH2:22][CH:23]([O:26][C:1](=[O:2])[NH:8][C:12]2[CH:11]=[CH:36][C:30]([CH:27]([CH3:29])[CH3:28])=[CH:31][CH:32]=2)[CH2:24][CH2:25]1. The yield is 0.250.